From a dataset of Full USPTO retrosynthesis dataset with 1.9M reactions from patents (1976-2016). Predict the reactants needed to synthesize the given product. (1) Given the product [OH:36][C:8]1[C:7](=[O:37])[C:6](=[O:5])[C:9]=1[N:10]1[CH2:15][CH2:14][C:13]2[N:16]=[C:17]([C:19]3[CH:24]=[CH:23][C:22]([O:25][C@H:26]4[CH2:29][C@H:28]([N:30]5[CH2:35][CH2:34][CH2:33][CH2:32][CH2:31]5)[CH2:27]4)=[CH:21][CH:20]=3)[S:18][C:12]=2[CH2:11]1, predict the reactants needed to synthesize it. The reactants are: Cl.C([O:5][C:6]1[C:7](=[O:37])[C:8](=[O:36])[C:9]=1[N:10]1[CH2:15][CH2:14][C:13]2[N:16]=[C:17]([C:19]3[CH:24]=[CH:23][C:22]([O:25][C@H:26]4[CH2:29][C@H:28]([N:30]5[CH2:35][CH2:34][CH2:33][CH2:32][CH2:31]5)[CH2:27]4)=[CH:21][CH:20]=3)[S:18][C:12]=2[CH2:11]1)(C)C. (2) Given the product [N:15]1([CH2:2][C:3]2[N:7]3[CH:8]=[C:9]([N+:12]([O-:14])=[O:13])[CH:10]=[CH:11][C:6]3=[N:5][N:4]=2)[CH2:20][CH2:19][O:18][CH2:17][CH2:16]1, predict the reactants needed to synthesize it. The reactants are: Cl[CH2:2][C:3]1[N:7]2[CH:8]=[C:9]([N+:12]([O-:14])=[O:13])[CH:10]=[CH:11][C:6]2=[N:5][N:4]=1.[NH:15]1[CH2:20][CH2:19][O:18][CH2:17][CH2:16]1.C(OCC)(=O)C.C(=O)(O)[O-].[Na+].